This data is from Catalyst prediction with 721,799 reactions and 888 catalyst types from USPTO. The task is: Predict which catalyst facilitates the given reaction. (1) Reactant: Cl[C:2]1[CH:7]=[C:6]([CH2:8][CH2:9][C:10]([CH:12]2[CH2:16][CH2:15][CH2:14][CH2:13]2)=[O:11])[C:5]([O:17][CH2:18][CH3:19])=[CH:4][N:3]=1.C(=O)([O-])[O-].[K+].[K+].[CH2:26](B(CC)CC)[CH3:27]. Product: [CH:12]1([C:10](=[O:11])[CH2:9][CH2:8][C:6]2[C:5]([O:17][CH2:18][CH3:19])=[CH:4][N:3]=[C:2]([CH2:26][CH3:27])[CH:7]=2)[CH2:16][CH2:15][CH2:14][CH2:13]1. The catalyst class is: 128. (2) Reactant: [F:1][C:2]1[CH:3]=[C:4]([CH:7]=[CH:8][CH:9]=1)[CH:5]=[O:6].[OH:10][CH2:11][CH:12]([CH2:15]O)[CH2:13][OH:14].O. Product: [OH:10][CH2:11][CH:12]1[CH2:13][O:14][CH:5]([C:4]2[CH:7]=[CH:8][CH:9]=[C:2]([F:1])[CH:3]=2)[O:6][CH2:15]1. The catalyst class is: 743. (3) Reactant: [Cl:1][C:2]1[CH:3]=[CH:4][C:5]([NH:20][CH2:21][C:22]2[CH:27]=[CH:26][C:25]([O:28][CH3:29])=[CH:24][C:23]=2[O:30][CH3:31])=[C:6]([CH:8]([C:10]2[C:11]([C:16]([F:19])([F:18])[F:17])=[N:12][CH:13]=[CH:14][CH:15]=2)[OH:9])[CH:7]=1.C(=O)([O-])O.[Na+].Cl/[C:38](=[CH:44]\[C:45]([O-])=[O:46])/[C:39]([O:41][CH2:42][CH3:43])=[O:40]. Product: [Cl:1][C:2]1[CH:3]=[CH:4][C:5]2[N:20]([CH2:21][C:22]3[CH:27]=[CH:26][C:25]([O:28][CH3:29])=[CH:24][C:23]=3[O:30][CH3:31])[C:45](=[O:46])[C@@H:44]([CH2:38][C:39]([O:41][CH2:42][CH3:43])=[O:40])[O:9][C@H:8]([C:10]3[C:11]([C:16]([F:19])([F:18])[F:17])=[N:12][CH:13]=[CH:14][CH:15]=3)[C:6]=2[CH:7]=1. The catalyst class is: 13. (4) Reactant: C(O[C:6]([N:8](C)[CH2:9][CH2:10][N:11]1[CH2:15][CH2:14][CH2:13][CH:12]1[CH2:16][O:17][C@H:18]1[CH2:25][N:24]2[C:26]3[CH:27]=[C:28]([C:39]([O:41][CH3:42])=[O:40])[CH:29]=[CH:30][C:31]=3[C:32]([CH:33]3[CH2:38][CH2:37][CH2:36][CH2:35][CH2:34]3)=[C:23]2[C:22]2[CH:43]=[CH:44][CH:45]=[CH:46][C:21]=2[O:20][CH2:19]1)=O)(C)(C)C.C(O)(C(F)(F)F)=O. Product: [CH:33]1([C:32]2[C:31]3[CH:30]=[CH:29][C:28]([C:39]([O:41][CH3:42])=[O:40])=[CH:27][C:26]=3[N:24]3[C:23]=2[C:22]2[CH:43]=[CH:44][CH:45]=[CH:46][C:21]=2[O:20][CH2:19][C@@H:18]([O:17][CH2:16][CH:12]2[CH2:13][CH2:14][CH2:15][N:11]2[CH2:10][CH2:9][NH:8][CH3:6])[CH2:25]3)[CH2:34][CH2:35][CH2:36][CH2:37][CH2:38]1. The catalyst class is: 2. (5) Reactant: [CH3:1][C:2]1[C:7]([CH3:8])=[C:6]([C:9]#[C:10][Si](C)(C)C)[CH:5]=[CH:4][C:3]=1[N:15]=[C:16]1[S:20][CH2:19][C:18]2([CH2:24][CH2:23][CH2:22][CH2:21]2)[N:17]1[CH2:25][CH:26]([CH3:28])[CH3:27].[OH-].[Na+]. Product: [CH3:1][C:2]1[C:7]([CH3:8])=[C:6]([C:9]#[CH:10])[CH:5]=[CH:4][C:3]=1[N:15]=[C:16]1[S:20][CH2:19][C:18]2([CH2:21][CH2:22][CH2:23][CH2:24]2)[N:17]1[CH2:25][CH:26]([CH3:28])[CH3:27]. The catalyst class is: 100. (6) Reactant: Cl.[NH2:2][CH2:3][C:4]1[CH:5]=[C:6]([CH2:10][CH2:11][C:12]([O:14]C)=[O:13])[CH:7]=[CH:8][CH:9]=1.C(N(CC)CC)C.[C:23](O[C:23]([O:25][C:26]([CH3:29])([CH3:28])[CH3:27])=[O:24])([O:25][C:26]([CH3:29])([CH3:28])[CH3:27])=[O:24]. Product: [C:26]([O:25][C:23]([NH:2][CH2:3][C:4]1[CH:5]=[C:6]([CH2:10][CH2:11][C:12]([OH:14])=[O:13])[CH:7]=[CH:8][CH:9]=1)=[O:24])([CH3:29])([CH3:28])[CH3:27]. The catalyst class is: 4. (7) Reactant: C[O:2][C:3](=[O:22])/[CH:4]=[CH:5]/[C:6]1[CH:7]=[C:8]2[C:18](=[CH:19][CH:20]=1)[O:17][C:11]1([CH2:15][CH2:14][N:13]([CH3:16])[CH2:12]1)[CH2:10][C:9]2=[O:21].Cl. Product: [CH3:16][N:13]1[CH2:14][CH2:15][C:11]2([CH2:10][C:9](=[O:21])[C:8]3[C:18](=[CH:19][CH:20]=[C:6](/[CH:5]=[CH:4]/[C:3]([OH:22])=[O:2])[CH:7]=3)[O:17]2)[CH2:12]1. The catalyst class is: 52.